Dataset: Reaction yield outcomes from USPTO patents with 853,638 reactions. Task: Predict the reaction yield, written as a fraction of the theoretical maximum amount of product (1.0 means a 100% yield; for example, 0.34 means a 34% yield). (1) The product is [OH:14][CH:13]([C:12]1[CH:15]=[CH:16][CH:17]=[CH:18][C:11]=1[C:10]([F:9])([F:19])[F:20])[CH:7]1[O:6][C:5](=[O:8])[CH:4]=[C:3]1[O:2][CH3:1]. The reactants are [CH3:1][O:2][C:3]1[CH2:7][O:6][C:5](=[O:8])[CH:4]=1.[F:9][C:10]([F:20])([F:19])[C:11]1[CH:18]=[CH:17][CH:16]=[CH:15][C:12]=1[CH:13]=[O:14].O.[OH-].[Li+].O. The yield is 0.590. The catalyst is C(#N)C. (2) The reactants are [CH3:1][O:2][C:3]([C:5]1([C:11]2[CH:16]=[CH:15][C:14]([NH2:17])=[CH:13][CH:12]=2)[CH2:10][CH2:9][O:8][CH2:7][CH2:6]1)=[O:4].[Br:18]N1C(=O)CCC1=O.CCOC(C)=O. The catalyst is C(Cl)Cl.CC#N. The product is [CH3:1][O:2][C:3]([C:5]1([C:11]2[CH:12]=[CH:13][C:14]([NH2:17])=[C:15]([Br:18])[CH:16]=2)[CH2:6][CH2:7][O:8][CH2:9][CH2:10]1)=[O:4]. The yield is 0.840.